The task is: Regression. Given two drug SMILES strings and cell line genomic features, predict the synergy score measuring deviation from expected non-interaction effect.. This data is from NCI-60 drug combinations with 297,098 pairs across 59 cell lines. (1) Drug 1: CC(C1=C(C=CC(=C1Cl)F)Cl)OC2=C(N=CC(=C2)C3=CN(N=C3)C4CCNCC4)N. Drug 2: CS(=O)(=O)OCCCCOS(=O)(=O)C. Cell line: HS 578T. Synergy scores: CSS=-7.97, Synergy_ZIP=1.92, Synergy_Bliss=0.716, Synergy_Loewe=-8.37, Synergy_HSA=-6.09. (2) Drug 1: CCC1=CC2CC(C3=C(CN(C2)C1)C4=CC=CC=C4N3)(C5=C(C=C6C(=C5)C78CCN9C7C(C=CC9)(C(C(C8N6C)(C(=O)OC)O)OC(=O)C)CC)OC)C(=O)OC.C(C(C(=O)O)O)(C(=O)O)O. Drug 2: CC1CCC2CC(C(=CC=CC=CC(CC(C(=O)C(C(C(=CC(C(=O)CC(OC(=O)C3CCCCN3C(=O)C(=O)C1(O2)O)C(C)CC4CCC(C(C4)OC)O)C)C)O)OC)C)C)C)OC. Cell line: OVCAR-8. Synergy scores: CSS=41.3, Synergy_ZIP=-0.441, Synergy_Bliss=-0.539, Synergy_Loewe=0.775, Synergy_HSA=1.98.